This data is from Peptide-MHC class II binding affinity with 134,281 pairs from IEDB. The task is: Regression. Given a peptide amino acid sequence and an MHC pseudo amino acid sequence, predict their binding affinity value. This is MHC class II binding data. (1) The peptide sequence is SQDLELSWRLNGLQAY. The MHC is DRB1_0401 with pseudo-sequence DRB1_0401. The binding affinity (normalized) is 0.401. (2) The peptide sequence is WIEQEGEEYW. The MHC is HLA-DQA10501-DQB10201 with pseudo-sequence HLA-DQA10501-DQB10201. The binding affinity (normalized) is 0.543.